Dataset: Peptide-MHC class II binding affinity with 134,281 pairs from IEDB. Task: Regression. Given a peptide amino acid sequence and an MHC pseudo amino acid sequence, predict their binding affinity value. This is MHC class II binding data. (1) The peptide sequence is QMATTLPVQRHPRSL. The MHC is HLA-DPA10201-DPB10101 with pseudo-sequence HLA-DPA10201-DPB10101. The binding affinity (normalized) is 0.226. (2) The peptide sequence is KAVEAYLVAHPDLYK. The MHC is HLA-DPA10103-DPB10301 with pseudo-sequence HLA-DPA10103-DPB10301. The binding affinity (normalized) is 0.232. (3) The peptide sequence is GELQIVDKINAAFKI. The MHC is DRB3_0202 with pseudo-sequence DRB3_0202. The binding affinity (normalized) is 0.523.